From a dataset of Experimental lipophilicity measurements (octanol/water distribution) for 4,200 compounds from AstraZeneca. Regression/Classification. Given a drug SMILES string, predict its absorption, distribution, metabolism, or excretion properties. Task type varies by dataset: regression for continuous measurements (e.g., permeability, clearance, half-life) or binary classification for categorical outcomes (e.g., BBB penetration, CYP inhibition). For this dataset (lipophilicity_astrazeneca), we predict Y. (1) The compound is CNC(=O)Nc1nc2ccc(-c3cncc(S(=O)(=O)NC(C)(C)C)c3)cn2n1. The Y is 1.58 logD. (2) The compound is O=C(NCc1ccncn1)c1ccc(Oc2ccc(CCC3(O)CN4CCC3CC4)cc2)cc1. The Y is 0.760 logD.